Dataset: NCI-60 drug combinations with 297,098 pairs across 59 cell lines. Task: Regression. Given two drug SMILES strings and cell line genomic features, predict the synergy score measuring deviation from expected non-interaction effect. (1) Drug 1: CCC1=CC2CC(C3=C(CN(C2)C1)C4=CC=CC=C4N3)(C5=C(C=C6C(=C5)C78CCN9C7C(C=CC9)(C(C(C8N6C)(C(=O)OC)O)OC(=O)C)CC)OC)C(=O)OC.C(C(C(=O)O)O)(C(=O)O)O. Drug 2: CN(C(=O)NC(C=O)C(C(C(CO)O)O)O)N=O. Cell line: MDA-MB-435. Synergy scores: CSS=40.7, Synergy_ZIP=-1.23, Synergy_Bliss=-4.17, Synergy_Loewe=-41.7, Synergy_HSA=-2.98. (2) Drug 1: C1=NC2=C(N1)C(=S)N=C(N2)N. Drug 2: CC(C)CN1C=NC2=C1C3=CC=CC=C3N=C2N. Cell line: OVCAR-8. Synergy scores: CSS=10.4, Synergy_ZIP=-1.44, Synergy_Bliss=-5.36, Synergy_Loewe=-12.8, Synergy_HSA=-6.29. (3) Drug 1: CN(C)N=NC1=C(NC=N1)C(=O)N. Drug 2: CC1=C(C(=CC=C1)Cl)NC(=O)C2=CN=C(S2)NC3=CC(=NC(=N3)C)N4CCN(CC4)CCO. Cell line: HS 578T. Synergy scores: CSS=5.67, Synergy_ZIP=-2.29, Synergy_Bliss=0.0338, Synergy_Loewe=-5.07, Synergy_HSA=-0.677. (4) Drug 1: CC1CCC2CC(C(=CC=CC=CC(CC(C(=O)C(C(C(=CC(C(=O)CC(OC(=O)C3CCCCN3C(=O)C(=O)C1(O2)O)C(C)CC4CCC(C(C4)OC)O)C)C)O)OC)C)C)C)OC. Drug 2: C(CC(=O)O)C(=O)CN.Cl. Cell line: HT29. Synergy scores: CSS=17.3, Synergy_ZIP=-5.49, Synergy_Bliss=-2.60, Synergy_Loewe=-24.1, Synergy_HSA=-2.66. (5) Drug 1: C1=NC(=NC(=O)N1C2C(C(C(O2)CO)O)O)N. Drug 2: N.N.Cl[Pt+2]Cl. Cell line: SK-MEL-28. Synergy scores: CSS=24.4, Synergy_ZIP=-7.95, Synergy_Bliss=-4.26, Synergy_Loewe=-2.76, Synergy_HSA=-0.360.